Dataset: Reaction yield outcomes from USPTO patents with 853,638 reactions. Task: Predict the reaction yield, written as a fraction of the theoretical maximum amount of product (1.0 means a 100% yield; for example, 0.34 means a 34% yield). (1) The reactants are [CH3:1][N:2]([CH2:10][CH2:11][NH:12][CH3:13])[C:3](=[O:9])[O:4][C:5]([CH3:8])([CH3:7])[CH3:6].F[C:15]1[C:20]([N+:21]([O-:23])=[O:22])=[CH:19][C:18]([NH:24][C:25]2[N:30]=[C:29]([C:31]3[C:39]4[C:34](=[CH:35][CH:36]=[CH:37][CH:38]=4)[N:33]([CH3:40])[CH:32]=3)[CH:28]=[CH:27][N:26]=2)=[C:17]([O:41][CH3:42])[CH:16]=1.CCN(C(C)C)C(C)C. The catalyst is CC(N(C)C)=O.CCOC(C)=O. The product is [CH3:42][O:41][C:17]1[C:18]([NH:24][C:25]2[N:30]=[C:29]([C:31]3[C:39]4[C:34](=[CH:35][CH:36]=[CH:37][CH:38]=4)[N:33]([CH3:40])[CH:32]=3)[CH:28]=[CH:27][N:26]=2)=[CH:19][C:20]([N+:21]([O-:23])=[O:22])=[C:15]([N:12]([CH3:13])[CH2:11][CH2:10][N:2]([CH3:1])[C:3](=[O:9])[O:4][C:5]([CH3:6])([CH3:7])[CH3:8])[CH:16]=1. The yield is 0.580. (2) The reactants are [NH:1]1[CH:5]=[C:4]([C:6]2[CH:7]=[C:8]([NH:12][C:13](=O)[C:14]3[CH:19]=[CH:18][CH:17]=[CH:16][CH:15]=3)[CH:9]=[CH:10][CH:11]=2)[N:3]=[N:2]1.[H-].[Al+3].[Li+].[H-].[H-].[H-].O.[O-]S([O-])(=O)=O.[Na+].[Na+]. The catalyst is C1COCC1.O1CCOCC1. The product is [CH2:13]([NH:12][C:8]1[CH:9]=[CH:10][CH:11]=[C:6]([C:4]2[N:3]=[N:2][NH:1][CH:5]=2)[CH:7]=1)[C:14]1[CH:15]=[CH:16][CH:17]=[CH:18][CH:19]=1. The yield is 0.600. (3) The reactants are C([Mg]Br)C.[I:5][C:6]1[N:7]=[C:8]2[C:14]3[CH:15]=[CH:16][C:17]([C:19]([O:21][CH3:22])=[O:20])=[CH:18][C:13]=3[O:12][CH2:11][CH2:10][N:9]2[C:23]=1I.[NH4+].[Cl-]. The catalyst is C(OCC)C.C1COCC1. The product is [I:5][C:6]1[N:7]=[C:8]2[C:14]3[CH:15]=[CH:16][C:17]([C:19]([O:21][CH3:22])=[O:20])=[CH:18][C:13]=3[O:12][CH2:11][CH2:10][N:9]2[CH:23]=1. The yield is 0.800. (4) The reactants are N.F[C:3](F)(F)[C:4]([NH:6][CH2:7][CH2:8][CH2:9][N:10]([CH3:28])[CH2:11][CH2:12][CH2:13][NH:14][C:15]1[N:16]=[N+:17]([O-:27])[C:18]2[CH:25]=[CH:24][C:23]([CH3:26])=[CH:22][C:19]=2[N+:20]=1[O-:21])=[O:5].N1(C(C2[CH:39]=[CH:40][CH:41]=[C:42]3[C:47]=2[N:46]=[C:45]([C:48]2[CH:53]=[CH:52][N:51]=[CH:50][CH:49]=2)[CH:44]=[CH:43]3)=O)C=CN=C1. The catalyst is CO. The product is [CH3:28][N:10]([CH2:11][CH2:12][CH2:13][NH:14][C:15]1[N:16]=[N+:17]([O-:27])[C:18]2[CH:25]=[CH:24][C:23]([CH3:26])=[CH:22][C:19]=2[N+:20]=1[O-:21])[CH2:9][CH2:8][CH2:7][NH:6][C:4]([C:3]1[CH:39]=[CH:40][CH:41]=[C:42]2[C:47]=1[N:46]=[C:45]([C:48]1[CH:53]=[CH:52][N:51]=[CH:50][CH:49]=1)[CH:44]=[CH:43]2)=[O:5]. The yield is 1.00.